This data is from Peptide-MHC class II binding affinity with 134,281 pairs from IEDB. The task is: Regression. Given a peptide amino acid sequence and an MHC pseudo amino acid sequence, predict their binding affinity value. This is MHC class II binding data. (1) The peptide sequence is LGIISHLLKTRDNSV. The MHC is DRB1_1302 with pseudo-sequence DRB1_1302. The binding affinity (normalized) is 0.547. (2) The MHC is DRB1_1501 with pseudo-sequence DRB1_1501. The peptide sequence is TKGEGGVWTFDSEEP. The binding affinity (normalized) is 0. (3) The binding affinity (normalized) is 1.00. The MHC is DRB1_0401 with pseudo-sequence DRB1_0401. The peptide sequence is VTMLFMLLPTALAFH. (4) The peptide sequence is DVALSEQGEFKLLSE. The MHC is HLA-DQA10501-DQB10402 with pseudo-sequence HLA-DQA10501-DQB10402. The binding affinity (normalized) is 0.